Regression. Given a target protein amino acid sequence and a drug SMILES string, predict the binding affinity score between them. We predict pIC50 (pIC50 = -log10(IC50 in M); higher means more potent). Dataset: bindingdb_ic50. From a dataset of Drug-target binding data from BindingDB using IC50 measurements. (1) The small molecule is CC[C@@]1(O)C(=O)OCc2c1cc1n(c2=O)Cc2cc3ccccc3nc2-1. The target protein sequence is MIFPAAHRALRGLPRPGTRALTRAAMEVALRGVRKILCVAEKNDAAKGIADLLSGGRMRRREGLSRFNKIYEFDYHLCGQNVTMVMTSVSGHLLAHDFRMQFRKWQSCNPLVLFEAEIEKYCPENFVDIKKTLEREAQQCQALVIWTDCDREGENIGFEVIHVCKAVKPSLQVLRARFSEITTRAVRTACENLTEPDQRVSDAVDVRQELDLRIGAAFTRFQTLRLQKIFPEVLAEQLISYGSCQFPTLGFVVERFKAIQAFVPEVFHKIRVTHDHRDGVVEFSWKRHRLFNHTACLVLYQMCMEDPRAMVVEVRSKAKSKWRPQALDTVELEKLASRKLRINAKETMRIAEKLYTQGYISYPRTETNIFPKDLDLAALVEQQTPDPRWGAFARNILERGGPTPRNGNKSDQAHPPIHPTKYTDSLQGDEQRLYELIVRHFLACCSQDAQGQETTVEIDIAQERFVAHGLMILARNYLDVYPYDRWSDKTLPVYEQGTCF.... The pIC50 is 4.8. (2) The compound is Nc1ccc(S(=O)(=O)N2CCN(c3ncc(C(O)(C(F)(F)F)C(F)(F)F)cc3-c3cnccc3F)CC2)cn1. The target protein sequence is MLDDRARMEAAKKEKVEQILAEFQLQEEDLKKVMRRMQKEMDRGLRLETHEEASVKMLPTYVRSTPEGSEVGDFLSLDLGGTNFRVMLVKVGEGEEGQWSVKTKHQMYSIPEDAMTGTAEMLFDYISECISDFLDKHQMKHKKLPLGFTFSFPVRHEDIDKGILLNWTKGFKASGAEGNNVVGLLRDAIKRRGDFEMDVVAMVNDTVATMISCYYEDHQCEVGMIVGTGCNACYMEEMQNVELVEGDEGRMCVNTEWGAFGDSGELDEFLLEYDRLVDESSANPGQQLYEKLIGGKYMGELVRLVLLRLVDENLLFHGEASEQLRTRGAFETRFVSQVESDTGDRKQIYNILSTLGLRPSTTDCDIVRRACESVSTRAAHMCSAGLAGVINRMRESRSEDVMRITVGVDGSVYKLHPSFKERFHASVRRLTPSCEITFIESEEGSGRGAALVSAVACKKACMLGQ. The pIC50 is 7.6. (3) The small molecule is Cc1c(C(=O)N(C)c2ccc(O)cc2)cc(-c2cc3c(cc2C(=O)N2Cc4ccccc4C[C@H]2C)CN(C(=O)Oc2cccc(C(=O)O)c2)CC3)n1C. The target protein (P10415) has sequence MAHAGRTGYDNREIVMKYIHYKLSQRGYEWDAGDVGAAPPGAAPAPGIFSSQPGHTPHPAASRDPVARTSPLQTPAAPGAAAGPALSPVPPVVHLTLRQAGDDFSRRYRRDFAEMSSQLHLTPFTARGRFATVVEELFRDGVNWGRIVAFFEFGGVMCVESVNREMSPLVDNIALWMTEYLNRHLHTWIQDNGGWDAFVELYGPSMRPLFDFSWLSLKTLLSLALVGACITLGAYLGHK. The pIC50 is 8.6. (4) The compound is Nc1nnc(CCSCCc2nnc(NC(=O)Cc3ccccc3)s2)s1. The target protein (Q571F8) has sequence MRSMRALQNALSRAGSHGRRGGWGHPSRGPLLGRGVRYYLGEAAAQGRGTPHSHQPQHSDHDASHSGMLPRLGDLLFYTIAEGQERIPIHKFTTALKATGLQTSDPRLQDCMSKMQRMVQESSSGGLLDRELFQKCVSSNIVLLTQAFRKKFVIPDFEEFTGHVDRIFEDAKEPTGGKVAAYIPHLAKSNPDLWGVSLCTVDGQRHSVGHTKIPFCLQSCVKPLTYAISVSTLGTDYVHKFVGKEPSGLRYNKLSLNEEGIPHNPMVNAGAIVVSSLIKMDCNKAEKFDFVLQYLNKMAGNEFMGFSNATFQSEKETGDRNYAIGYYLKEKKCFPKGVDMMAALDLYFQLCSVEVTCESGSVMAATLANGGICPITGESVLSAEAVRNTLSLMHSCGMYDFSGQFAFHVGLPAKSAVSGAILLVVPNVMGMMCLSPPLDKLGNSQRGINFCQKLVSLFNFHNYDNLRHCARKLDPRREGGEVRNKTVVNLLFAAYSGDVS.... The pIC50 is 5.3. (5) The compound is O=C(c1ccc(C(=O)N2CCN(C3CCCC3)CC2)cc1)N1CCC(N2CCCC2)CC1. The target protein (Q9BUL5) has sequence MLEAMAEPSPEDPPPTLKPETQPPEKRRRTIEDFNKFCSFVLAYAGYIPPSKEESDWPASGSSSPLRGESAADSDGWDSAPSDLRTIQTFVKKAKSSKRRAAQAGPTQPGPPRSTFSRLQAPDSATLLEKMKLKDSLFDLDGPKVASPLSPTSLTHTSRPPAALTPVPLSQGDLSHPPRKKDRKNRKLGPGAGAGFGVLRRPRPTPGDGEKRSRIKKSKKRKLKKAERGDRLPPPGPPQAPPSDTDSEEEEEEEEEEEEEEMATVVGGEAPVPVLPTPPEAPRPPATVHPEGVPPADSESKEVGSTETSQDGDASSSEGEMRVMDEDIMVESGDDSWDLITCYCRKPFAGRPMIECSLCGTWIHLSCAKIKKTNVPDFFYCQKCKELRPEARRLGGPPKSGEP. The pIC50 is 5.0. (6) The target protein (O14843) has sequence MDTGPDQSYFSGNHWFVFSVYLLTFLVGLPLNLLALVVFVGKLQRRPVAVDVLLLNLTASDLLLLLFLPFRMVEAANGMHWPLPFILCPLSGFIFFTTIYLTALFLAAVSIERFLSVAHPLWYKTRPRLGQAGLVSVACWLLASAHCSVVYVIEFSGDISHSQGTNGTCYLEFRKDQLAILLPVRLEMAVVLFVVPLIITSYCYSRLVWILGRGGSHRRQRRVAGLLAATLLNFLVCFGPYNVSHVVGYICGESPAWRIYVTLLSTLNSCVDPFVYYFSSSGFQADFHELLRRLCGLWGQWQQESSMELKEQKGGEEQRADRPAERKTSEHSQGCGTGGQVACAES. The compound is COc1ccc(S(=O)(=O)Nc2c(C)cc(C)cc2C)cc1. The pIC50 is 4.5. (7) The pIC50 is 7.3. The drug is C[n+]1cc(NC(=O)c2ccc3ccc4ccc(C(=O)Nc5cc6ccccc6[n+](C)c5)nc4c3n2)cc2ccccc21. The target protein (P27296) has sequence MALTAALKAQIAAWYKALQEQIPDFIPRAPQRQMIADVAKTLAGEEGRHLAIEAPTGVGKTLSYLIPGIAIAREEQKTLVVSTANVALQDQIYSKDLPLLKKIIPDLKFTAAFGRGRYVCPRNLTALASTEPTQQDLLAFLDDELTPNNQEEQKRCAKLKGDLDTYKWDGLRDHTDIAIDDDLWRRLSTDKASCLNRNCYYYRECPFFVARREIQEAEVVVANHALVMAAMESEAVLPDPKNLLLVLDEGHHLPDVARDALEMSAEITAPWYRLQLDLFTKLVATCMEQFRPKTIPPLAIPERLNAHCEELYELIASLNNILNLYMPAGQEAEHRFAMGELPDEVLEICQRLAKLTEMLRGLAELFLNDLSEKTGSHDIVRLHRLILQMNRALGMFEAQSKLWRLASLAQSSGAPVTKWATREEREGQLHLWFHCVGIRVSDQLERLLWRSIPHIIVTSATLRSLNSFSRLQEMSGLKEKAGDRFVALDSPFNHCEQGKI....